Predict the product of the given reaction. From a dataset of Forward reaction prediction with 1.9M reactions from USPTO patents (1976-2016). (1) Given the reactants Cl[C:2]1[CH:11]=[CH:10][C:5]([C:6]([O:8][CH3:9])=[O:7])=[CH:4][N:3]=1.[CH3:12][N:13]1[CH2:18][CH2:17][NH:16][CH2:15][CH2:14]1.C(N(C(C)C)CC)(C)C, predict the reaction product. The product is: [CH3:9][O:8][C:6](=[O:7])[C:5]1[CH:10]=[CH:11][C:2]([N:16]2[CH2:17][CH2:18][N:13]([CH3:12])[CH2:14][CH2:15]2)=[N:3][CH:4]=1. (2) Given the reactants C([O-])(=O)C.[CH3:5][CH2:6][C@@H:7]1[NH:50][C:48](=[O:49])[C@H:47]([C@H:51]([OH:58])[C@@H:52]([CH2:54]/[CH:55]=[CH:56]/[CH3:57])[CH3:53])[N:46]([CH3:59])[C:44](=[O:45])[C@H:43]([CH:60]([CH3:62])[CH3:61])[N:42]([CH3:63])[C:40](=[O:41])[C@H:39]([CH2:64][CH:65]([CH3:67])[CH3:66])[N:38]([CH3:68])[C:36](=[O:37])[C@H:35]([CH2:69][CH:70]([CH3:72])[CH3:71])[N:34]([CH3:73])[C:32](=[O:33])[C@@H:31]([CH3:74])[NH:30][C:28](=[O:29])[C@H:27]([CH3:75])[NH:26][C:24](=[O:25])[C@H:23]([CH2:76][CH:77]([CH3:79])[CH3:78])[N:22]([CH3:80])[C:20](=[O:21])[C@H:19]([CH:81]([CH3:83])[CH3:82])[NH:18][C:16](=[O:17])[C@H:15]([CH2:84][CH:85]([CH3:87])[CH3:86])[N:14]([CH3:88])[C:12](=[O:13])[CH2:11][N:10]([CH3:89])[C:8]1=[O:9].[NH:90]1[CH2:95][CH2:94][S:93][CH2:92][CH2:91]1.C(=O)([O-])[O-].[K+].[K+], predict the reaction product. The product is: [CH3:5][CH2:6][C@@H:7]1[NH:50][C:48](=[O:49])[C@H:47]([C@H:51]([OH:58])[C@@H:52]([CH2:54]/[CH:55]=[CH:56]/[CH3:57])[CH3:53])[N:46]([CH3:59])[C:44](=[O:45])[C@H:43]([CH:60]([CH3:61])[CH3:62])[N:42]([CH3:63])[C:40](=[O:41])[C@H:39]([CH2:64][CH:65]([CH3:66])[CH3:67])[N:38]([CH3:68])[C:36](=[O:37])[C@H:35]([CH2:69][CH:70]([CH3:72])[CH3:71])[N:34]([CH3:73])[C:32](=[O:33])[C@@H:31]([CH3:74])[NH:30][C:28](=[O:29])[C@H:27]([CH3:75])[NH:26][C:24](=[O:25])[C@H:23]([CH2:76][CH:77]([CH3:79])[CH3:78])[N:22]([CH3:80])[C:20](=[O:21])[C@H:19]([CH:81]([CH3:83])[CH3:82])[NH:18][C:16](=[O:17])[C@H:15]([CH2:84][CH:85]([CH3:87])[CH3:86])[N:14]([CH3:88])[C:12](=[O:13])[CH2:11][N:10]([CH3:89])[C:8]1=[O:9].[NH:90]1[CH2:95][CH2:94][S:93][CH2:92][CH2:91]1. (3) The product is: [OH:35][CH2:34][CH2:36][NH:37][C:21]([C:5]1[C:4]([C:24]2[CH:29]=[CH:28][CH:27]=[C:26]([C:30]([F:33])([F:32])[F:31])[CH:25]=2)=[CH:3][C:2]([CH3:1])=[C:7]([C:8]([N:10]2[CH2:15][CH2:14][CH:13]([N:16]3[CH2:17][CH2:18][CH2:19][CH2:20]3)[CH2:12][CH2:11]2)=[O:9])[N:6]=1)=[O:22]. Given the reactants [CH3:1][C:2]1[CH:3]=[C:4]([C:24]2[CH:29]=[CH:28][CH:27]=[C:26]([C:30]([F:33])([F:32])[F:31])[CH:25]=2)[C:5]([C:21](O)=[O:22])=[N:6][C:7]=1[C:8]([N:10]1[CH2:15][CH2:14][CH:13]([N:16]2[CH2:20][CH2:19][CH2:18][CH2:17]2)[CH2:12][CH2:11]1)=[O:9].[CH2:34]([CH2:36][NH2:37])[OH:35].CCN(CC)CC.CN(C(ON1N=NC2C=CC=NC1=2)=[N+](C)C)C.F[P-](F)(F)(F)(F)F, predict the reaction product. (4) Given the reactants [CH3:1][C:2]1[CH:11]=[C:10]2[C:5]([C:6]([N:19]3[CH2:24][CH2:23][NH:22][CH2:21][CH2:20]3)=[N:7][C:8]([C:12]3[CH:17]=[CH:16][CH:15]=[CH:14][C:13]=3[OH:18])=[N:9]2)=[CH:4][CH:3]=1.C(N(CC)CC)C.[OH:32][C@@H:33]([CH2:37][CH3:38])[C:34](O)=[O:35].CN(C(ON1N=NC2C=CC=NC1=2)=[N+](C)C)C.F[P-](F)(F)(F)(F)F, predict the reaction product. The product is: [OH:32][C@@H:33]([CH2:37][CH3:38])[C:34]([N:22]1[CH2:23][CH2:24][N:19]([C:6]2[C:5]3[C:10](=[CH:11][C:2]([CH3:1])=[CH:3][CH:4]=3)[N:9]=[C:8]([C:12]3[CH:17]=[CH:16][CH:15]=[CH:14][C:13]=3[OH:18])[N:7]=2)[CH2:20][CH2:21]1)=[O:35].